From a dataset of Forward reaction prediction with 1.9M reactions from USPTO patents (1976-2016). Predict the product of the given reaction. (1) The product is: [ClH:48].[ClH:38].[F:31][C:2]([F:1])([F:30])[C:3]1[CH:4]=[C:5]([CH:23]=[C:24]([C:26]([F:27])([F:28])[F:29])[CH:25]=1)[C:6]([N:8]1[CH2:13][CH2:12][N:11]([CH2:47][C:46]#[C:45][C:41]2[CH:40]=[N:39][CH:44]=[CH:43][CH:42]=2)[CH2:10][C@H:9]1[CH2:14][C:15]1[CH:20]=[CH:19][C:18]([CH3:21])=[C:17]([CH3:22])[CH:16]=1)=[O:7]. Given the reactants [F:1][C:2]([F:31])([F:30])[C:3]1[CH:4]=[C:5]([CH:23]=[C:24]([C:26]([F:29])([F:28])[F:27])[CH:25]=1)[C:6]([N:8]1[CH2:13][CH2:12][NH:11][CH2:10][C@H:9]1[CH2:14][C:15]1[CH:20]=[CH:19][C:18]([CH3:21])=[C:17]([CH3:22])[CH:16]=1)=[O:7].C(=O)([O-])[O-].[K+].[K+].[ClH:38].[N:39]1[CH:44]=[CH:43][CH:42]=[C:41]([C:45]#[C:46][CH2:47][Cl:48])[CH:40]=1.[I-].[K+], predict the reaction product. (2) Given the reactants [OH:1][CH:2]1[CH:7]([C:8]2[CH:13]=[CH:12][C:11]([OH:14])=[CH:10][CH:9]=2)[CH:6]([CH2:15][OH:16])[CH2:5][N:4]([C:17]([O:19][C:20]([CH3:23])([CH3:22])[CH3:21])=[O:18])[CH2:3]1.Br[CH2:25][CH2:26][CH2:27][O:28][CH2:29][C:30]1[CH:35]=[CH:34][CH:33]=[CH:32][CH:31]=1.C(=O)([O-])[O-].[K+].[K+], predict the reaction product. The product is: [CH2:29]([O:28][CH2:27][CH2:26][CH2:25][O:14][C:11]1[CH:10]=[CH:9][C:8]([CH:7]2[CH:6]([CH2:15][OH:16])[CH2:5][N:4]([C:17]([O:19][C:20]([CH3:23])([CH3:22])[CH3:21])=[O:18])[CH2:3][CH:2]2[OH:1])=[CH:13][CH:12]=1)[C:30]1[CH:35]=[CH:34][CH:33]=[CH:32][CH:31]=1.